This data is from Full USPTO retrosynthesis dataset with 1.9M reactions from patents (1976-2016). The task is: Predict the reactants needed to synthesize the given product. (1) Given the product [NH:6]1[C:7]2[CH:12]=[CH:11][CH:10]=[CH:9][C:8]=2[N:13]=[C:4]1[C:3]1[CH:16]=[C:17]([NH2:20])[CH:18]=[CH:19][C:2]=1[Cl:1], predict the reactants needed to synthesize it. The reactants are: [Cl:1][C:2]1[CH:19]=[CH:18][C:17]([N+:20]([O-])=O)=[CH:16][C:3]=1[C:4]([NH:6][C:7]1[CH:12]=[CH:11][CH:10]=[CH:9][C:8]=1[N+:13]([O-])=O)=O. (2) Given the product [CH3:25][O:24][C:22]([C:4]1[N:5]([C:16]2[CH:17]=[CH:18][CH:19]=[CH:20][CH:21]=2)[C:6]2[C:11]([C:12](=[O:13])[C:3]=1[CH2:2][NH:1][C:32]([C:28]1[CH:27]=[N:26][CH:31]=[CH:30][CH:29]=1)=[O:33])=[CH:10][CH:9]=[C:8]([O:14][CH3:15])[CH:7]=2)=[O:23], predict the reactants needed to synthesize it. The reactants are: [NH2:1][CH2:2][C:3]1[C:12](=[O:13])[C:11]2[C:6](=[CH:7][C:8]([O:14][CH3:15])=[CH:9][CH:10]=2)[N:5]([C:16]2[CH:21]=[CH:20][CH:19]=[CH:18][CH:17]=2)[C:4]=1[C:22]([O:24][CH3:25])=[O:23].[N:26]1[CH:31]=[CH:30][CH:29]=[C:28]([C:32](Cl)=[O:33])[CH:27]=1.